Dataset: Peptide-MHC class I binding affinity with 185,985 pairs from IEDB/IMGT. Task: Regression. Given a peptide amino acid sequence and an MHC pseudo amino acid sequence, predict their binding affinity value. This is MHC class I binding data. (1) The peptide sequence is STWFGFNGTR. The MHC is Mamu-B8301 with pseudo-sequence Mamu-B8301. The binding affinity (normalized) is 0.824. (2) The peptide sequence is KEIGRMLNI. The MHC is HLA-B44:02 with pseudo-sequence HLA-B44:02. The binding affinity (normalized) is 0.442. (3) The binding affinity (normalized) is 0.286. The peptide sequence is DVNSVQFSIL. The MHC is HLA-A02:02 with pseudo-sequence HLA-A02:02. (4) The peptide sequence is ERSDKSYEH. The MHC is HLA-B27:05 with pseudo-sequence HLA-B27:05. The binding affinity (normalized) is 0.164. (5) The peptide sequence is FTDISMSLY. The MHC is HLA-C08:02 with pseudo-sequence HLA-C08:02. The binding affinity (normalized) is 0.728. (6) The peptide sequence is LMMSSPPPI. The MHC is HLA-B15:42 with pseudo-sequence HLA-B15:42. The binding affinity (normalized) is 0.213. (7) The peptide sequence is SSIDVDKRTK. The MHC is HLA-A33:01 with pseudo-sequence HLA-A33:01. The binding affinity (normalized) is 0.159. (8) The peptide sequence is EESKLNREKI. The MHC is Mamu-A11 with pseudo-sequence Mamu-A11. The binding affinity (normalized) is 0.489. (9) The peptide sequence is VTFFCVMTY. The MHC is HLA-B40:01 with pseudo-sequence HLA-B40:01. The binding affinity (normalized) is 0.0847.